From a dataset of Forward reaction prediction with 1.9M reactions from USPTO patents (1976-2016). Predict the product of the given reaction. (1) Given the reactants ClC1C=C2[C:8](=[CH:9][CH:10]=1)[N:7](S(C1C=CC=CC=1)(=O)=O)C(C(OCC)=O)=C2S(Cl)(=O)=O.[I:29][C:30]1[CH:31]=[C:32]2[C:36](=[CH:37][CH:38]=1)[N:35](S(C1C=CC=CC=1)(=O)=O)[C:34]([C:48]([O:50]CC)=O)=[C:33]2[S:53](Cl)(=[O:55])=[O:54].Cl.CN.C1([NH2:63])CC1, predict the reaction product. The product is: [I:29][C:30]1[CH:31]=[C:32]2[C:36](=[CH:37][CH:38]=1)[NH:35][C:34]([C:48]([NH2:63])=[O:50])=[C:33]2[S:53]([NH:7][CH:8]1[CH2:9][CH2:10]1)(=[O:54])=[O:55]. (2) Given the reactants Br[C:2]1[CH:3]=[N:4][N:5]2[CH:10]=[CH:9][C:8]([C:11]([N:13]([C:16]3[CH:21]=[CH:20][C:19]([C:22]#[N:23])=[CH:18][N:17]=3)[CH2:14][CH3:15])=[O:12])=[CH:7][C:6]=12.[CH3:24][NH:25][C:26]([C:28]1[CH:33]=[CH:32][C:31](B(O)O)=[CH:30][CH:29]=1)=[O:27].C([O-])(O)=O.[Na+].C(Cl)(Cl)Cl.CC(C1C=C(C(C)C)C(C2C=CC=CC=2P(C2CCCCC2)C2CCCCC2)=C(C(C)C)C=1)C, predict the reaction product. The product is: [C:22]([C:19]1[CH:20]=[CH:21][C:16]([N:13]([CH2:14][CH3:15])[C:11]([C:8]2[CH:9]=[CH:10][N:5]3[N:4]=[CH:3][C:2]([C:31]4[CH:32]=[CH:33][C:28]([C:26](=[O:27])[NH:25][CH3:24])=[CH:29][CH:30]=4)=[C:6]3[CH:7]=2)=[O:12])=[N:17][CH:18]=1)#[N:23]. (3) Given the reactants [NH2:1][CH:2]([C:12]1[C:17](=[O:18])[CH2:16][CH2:15][CH2:14][C:13]=1[NH:19][C:20]1[CH:25]=[CH:24][CH:23]=[C:22]([C:26]([F:29])([F:28])[F:27])[CH:21]=1)[C:3]1[CH:10]=[CH:9][C:6]([C:7]#[N:8])=[CH:5][C:4]=1[Br:11].C(N(CC)CC)C.[C:37](N1C=CN=C1)(N1C=CN=C1)=[O:38], predict the reaction product. The product is: [Br:11][C:4]1[CH:5]=[C:6]([CH:9]=[CH:10][C:3]=1[CH:2]1[C:12]2[C:17](=[O:18])[CH2:16][CH2:15][CH2:14][C:13]=2[N:19]([C:20]2[CH:25]=[CH:24][CH:23]=[C:22]([C:26]([F:29])([F:27])[F:28])[CH:21]=2)[C:37](=[O:38])[NH:1]1)[C:7]#[N:8].